Task: Predict which catalyst facilitates the given reaction.. Dataset: Catalyst prediction with 721,799 reactions and 888 catalyst types from USPTO (1) Reactant: [CH3:1][C:2]1([CH3:29])[C:18]2[CH:17]=[C:16]3[C:8]([C:9]4[CH:10]=[C:11]5[C:22]([CH3:24])([CH3:23])[CH2:21][CH2:20][C:19]([CH3:26])([CH3:25])[C:12]5=[CH:13][C:14]=4[CH2:15]3)=[CH:7][C:6]=2[C:5]([CH3:28])([CH3:27])[CH2:4][CH2:3]1.CCCCCC.C([Li])CCC.[C:41]1([C:47]2[CH:48]=[CH:49][C:50](=[C:52]([C:59]3[CH:64]=[CH:63][CH:62]=[CH:61][CH:60]=3)[C:53]3[CH:58]=[CH:57][CH:56]=[CH:55][CH:54]=3)[CH:51]=2)[CH:46]=[CH:45][CH:44]=[CH:43][CH:42]=1. Product: [C:41]1([C:47]2[CH:48]=[CH:49][CH:50]([C:52]([C:53]3[CH:54]=[CH:55][CH:56]=[CH:57][CH:58]=3)([C:59]3[CH:60]=[CH:61][CH:62]=[CH:63][CH:64]=3)[CH:20]3[CH2:21][C:22]([CH3:24])([CH3:23])[C:11]4[CH:10]=[C:9]5[C:14](=[CH:13][C:12]=4[C:19]3([CH3:26])[CH3:25])[CH2:15][C:16]3[CH:17]=[C:18]4[C:2]([CH3:29])([CH3:1])[CH2:3][CH2:4][C:5]([CH3:28])([CH3:27])[C:6]4=[CH:7][C:8]5=3)[CH:51]=2)[CH:42]=[CH:43][CH:44]=[CH:45][CH:46]=1. The catalyst class is: 20. (2) Reactant: C[O:2][C:3]1[CH:12]=[C:11]2[C:6]([CH2:7][CH:8]([NH:13][CH2:14][CH2:15][CH3:16])[CH2:9][O:10]2)=[CH:5][CH:4]=1.B(Br)(Br)[Br:18].CO. Product: [BrH:18].[CH2:14]([NH:13][CH:8]1[CH2:7][C:6]2[C:11](=[CH:12][C:3]([OH:2])=[CH:4][CH:5]=2)[O:10][CH2:9]1)[CH2:15][CH3:16]. The catalyst class is: 4. (3) Reactant: Cl[C:2]1[CH:7]=[CH:6][C:5]([N+:8]([O-:10])=[O:9])=[CH:4][N:3]=1.Br.[NH2:12][C:13]1[CH:14]=[CH:15][C:16]([F:20])=[C:17]([OH:19])[CH:18]=1.C(=O)([O-])[O-].[K+].[K+].O. Product: [F:20][C:16]1[CH:15]=[CH:14][C:13]([NH2:12])=[CH:18][C:17]=1[O:19][C:2]1[CH:7]=[CH:6][C:5]([N+:8]([O-:10])=[O:9])=[CH:4][N:3]=1. The catalyst class is: 9. (4) Reactant: [O:1]=[S:2]1(=[O:15])[CH2:7][CH2:6][N:5]([C:8]([O:10][C:11]([CH3:14])([CH3:13])[CH3:12])=[O:9])[CH2:4][CH2:3]1.[Li+].CC([N-]C(C)C)C.Br[CH2:25][C:26]([O:28][CH2:29][CH3:30])=[O:27].[NH4+].[Cl-]. Product: [CH2:29]([O:28][C:26](=[O:27])[CH2:25][CH:3]1[S:2](=[O:1])(=[O:15])[CH2:7][CH2:6][N:5]([C:8]([O:10][C:11]([CH3:12])([CH3:14])[CH3:13])=[O:9])[CH2:4]1)[CH3:30]. The catalyst class is: 49. (5) Reactant: CN([CH:4]=[CH:5][C:6]([C:8]1[CH:13]=[CH:12][C:11]([O:14][CH3:15])=[C:10]([O:16][CH3:17])[CH:9]=1)=[O:7])C.[CH:18]1[CH:29]=[C:28]2[C:21]([C:22]([CH:24]=[CH:25][C:26]2=[O:27])=[O:23])=[CH:20][CH:19]=1. Product: [CH3:17][O:16][C:10]1[CH:9]=[C:8]([C:6]([C:5]2[C:24]3[CH:25]=[C:26]([OH:27])[C:28]4[C:21](=[CH:20][CH:19]=[CH:18][CH:29]=4)[C:22]=3[O:23][CH:4]=2)=[O:7])[CH:13]=[CH:12][C:11]=1[O:14][CH3:15]. The catalyst class is: 15. (6) Reactant: [O:1]1[C:5]2[CH:6]=[CH:7][C:8]([C:10]3([C:13]([OH:15])=O)[CH2:12][CH2:11]3)=[CH:9][C:4]=2[O:3][CH2:2]1.[CH:16]([C:19]1[N:24]=[CH:23][C:22]([NH2:25])=[CH:21][CH:20]=1)([CH3:18])[CH3:17].C(N(CC)CC)C.F[P-](F)(F)(F)(F)F.N1(OC(N(C)C)=[N+](C)C)C2N=CC=CC=2N=N1. Product: [O:1]1[C:5]2[CH:6]=[CH:7][C:8]([C:10]3([C:13]([NH:25][C:22]4[CH:23]=[N:24][C:19]([CH:16]([CH3:18])[CH3:17])=[CH:20][CH:21]=4)=[O:15])[CH2:11][CH2:12]3)=[CH:9][C:4]=2[O:3][CH2:2]1. The catalyst class is: 9.